From a dataset of Forward reaction prediction with 1.9M reactions from USPTO patents (1976-2016). Predict the product of the given reaction. (1) The product is: [OH:20][NH:19][C:3]([C:5]1[S:9][C:8]2[CH:10]=[C:11]([NH:14][C:15](=[O:18])[CH2:16][N:14]3[CH2:15][CH2:24][N:22]([C:23]4[CH:8]=[CH:7][CH:6]=[CH:5][CH:3]=4)[CH2:21][CH2:11]3)[CH:12]=[CH:13][C:7]=2[CH:6]=1)=[O:4]. Given the reactants CO[C:3]([C:5]1[S:9][C:8]2[CH:10]=[C:11]([NH:14][C:15](=[O:18])[CH2:16]Cl)[CH:12]=[CH:13][C:7]=2[CH:6]=1)=[O:4].[NH2:19][OH:20].[CH3:21][N:22]([CH:24]=O)[CH3:23], predict the reaction product. (2) Given the reactants [C:1]([CH2:3][O:4][CH2:5][C@@H:6]([NH:8][C:9]([C:11]1[C:19]2[C:14](=[N:15][CH:16]=[C:17]([C:20]3[C:28]4[C:23](=[CH:24][C:25]([F:29])=[CH:26][CH:27]=4)[N:22]([CH3:30])[N:21]=3)[N:18]=2)[N:13](COCC[Si](C)(C)C)[CH:12]=1)=[O:10])[CH3:7])#[N:2].CCCC[N+](CCCC)(CCCC)CCCC.[F-], predict the reaction product. The product is: [C:1]([CH2:3][O:4][CH2:5][C@@H:6]([NH:8][C:9]([C:11]1[C:19]2[C:14](=[N:15][CH:16]=[C:17]([C:20]3[C:28]4[C:23](=[CH:24][C:25]([F:29])=[CH:26][CH:27]=4)[N:22]([CH3:30])[N:21]=3)[N:18]=2)[NH:13][CH:12]=1)=[O:10])[CH3:7])#[N:2]. (3) Given the reactants [CH3:1][C:2]1[NH:6][N:5]=[C:4]([N+:7]([O-:9])=[O:8])[CH:3]=1.C(=O)([O-])[O-].[K+].[K+].Cl[C:17]1[N:22]=[CH:21][CH:20]=[CH:19][N:18]=1, predict the reaction product. The product is: [CH3:1][C:2]1[N:6]([C:17]2[N:22]=[CH:21][CH:20]=[CH:19][N:18]=2)[N:5]=[C:4]([N+:7]([O-:9])=[O:8])[CH:3]=1.